Task: Predict which catalyst facilitates the given reaction.. Dataset: Catalyst prediction with 721,799 reactions and 888 catalyst types from USPTO Reactant: [CH3:1][O:2][C:3]1[CH:8]=[C:7](F)[C:6](C)=[CH:5][C:4]=1[N+:11]([O-:13])=[O:12].CS([N:18]1[CH2:23][CH2:22][NH:21][CH2:20][CH2:19]1)(=O)=O.C([O-])([O-])=O.[K+].[K+].O. Product: [CH3:1][O:2][C:3]1[CH:8]=[C:7]([N:18]2[CH2:23][CH2:22][NH:21][CH2:20][CH2:19]2)[CH:6]=[CH:5][C:4]=1[N+:11]([O-:13])=[O:12]. The catalyst class is: 16.